This data is from Full USPTO retrosynthesis dataset with 1.9M reactions from patents (1976-2016). The task is: Predict the reactants needed to synthesize the given product. (1) Given the product [OH:18][C:19]1[C:26]([OH:27])=[CH:25][CH:24]=[CH:23][C:20]=1[CH:21]=[C:12]1[C:13](=[O:14])[N:9]([C:4]2[CH:5]=[C:6]([Cl:8])[CH:7]=[C:2]([Cl:1])[CH:3]=2)[N:10]=[C:11]1[CH:15]([CH3:17])[CH3:16], predict the reactants needed to synthesize it. The reactants are: [Cl:1][C:2]1[CH:3]=[C:4]([N:9]2[C:13](=[O:14])[CH2:12][C:11]([CH:15]([CH3:17])[CH3:16])=[N:10]2)[CH:5]=[C:6]([Cl:8])[CH:7]=1.[OH:18][C:19]1[C:26]([OH:27])=[CH:25][CH:24]=[CH:23][C:20]=1[CH:21]=O.C([O-])(=O)C.[NH4+]. (2) The reactants are: [Br:1][C:2]1[CH:7]=[C:6]([N+:8]([O-:10])=[O:9])[CH:5]=[C:4]([Br:11])[C:3]=1[OH:12].N1C=CC=CC=1.[S:19](O[S:19]([C:22]([F:25])([F:24])[F:23])(=[O:21])=[O:20])([C:22]([F:25])([F:24])[F:23])(=[O:21])=[O:20]. Given the product [O:12]([C:3]1[C:2]([Br:1])=[CH:7][C:6]([N+:8]([O-:10])=[O:9])=[CH:5][C:4]=1[Br:11])[S:19]([C:22]([F:25])([F:24])[F:23])(=[O:21])=[O:20], predict the reactants needed to synthesize it. (3) Given the product [CH3:28][O:27][C:24]1[CH:25]=[CH:26][C:21]2[CH2:20][O:19][C:18](=[O:29])[N:17]([CH2:16][CH2:15][N:12]3[CH2:11][CH2:10][CH:9]([NH:8][CH2:50][C:48]4[CH:47]=[CH:46][C:43]5[O:44][CH2:45][C:40](=[O:39])[NH:41][C:42]=5[N:49]=4)[CH2:14][CH2:13]3)[C:22]=2[CH:23]=1, predict the reactants needed to synthesize it. The reactants are: FC(F)(F)C(O)=O.[NH2:8][CH:9]1[CH2:14][CH2:13][N:12]([CH2:15][CH2:16][N:17]2[C:22]3[CH:23]=[C:24]([O:27][CH3:28])[CH:25]=[CH:26][C:21]=3[CH2:20][O:19][C:18]2=[O:29])[CH2:11][CH2:10]1.C(N(CC)C(C)C)(C)C.[O:39]=[C:40]1[CH2:45][O:44][C:43]2[CH:46]=[CH:47][C:48]([CH:50]=O)=[N:49][C:42]=2[NH:41]1.C([BH3-])#N.[Na+]. (4) Given the product [Cl:1][C:2]1[CH:3]=[C:4]([N:23]([C@H:26]2[CH2:31][CH2:30][C@H:29]([N:32]([CH3:33])[CH3:34])[CH2:28][CH2:27]2)[CH2:24][CH3:25])[C:5]([CH3:22])=[C:6]([CH:21]=1)[C:7]([NH:9][CH2:10][C:11]1[C:12](=[O:19])[NH:13][N:14]([CH2:17][CH3:18])[C:15]=1[CH3:16])=[O:8], predict the reactants needed to synthesize it. The reactants are: [Cl:1][C:2]1[CH:3]=[C:4]([N:23]([C@H:26]2[CH2:31][CH2:30][C@H:29]([N:32]([CH3:34])[CH3:33])[CH2:28][CH2:27]2)[CH2:24][CH3:25])[C:5]([CH3:22])=[C:6]([CH:21]=1)[C:7]([NH:9][CH2:10][C:11]1[C:12]([O:19]C)=[N:13][N:14]([CH2:17][CH3:18])[C:15]=1[CH3:16])=[O:8].B(Br)(Br)Br.C(=O)(O)[O-].[Na+]. (5) Given the product [C:18]([O:17][C:15]([N:6]1[CH:7]=[CH:8][C:3](=[O:2])[CH2:4][CH:5]1[CH:9]([CH3:11])[CH3:10])=[O:16])([CH3:19])([CH3:23])[CH3:24], predict the reactants needed to synthesize it. The reactants are: C[O:2][C:3]1[CH:8]=[CH:7][N:6]=[CH:5][CH:4]=1.[CH:9]([Mg]Br)([CH3:11])[CH3:10].Cl[C:15]([O:17][C:18]1[CH:23]=CC=C[CH:19]=1)=[O:16].[C:24](O[K])(C)(C)C. (6) Given the product [Br:1][C:2]1[S:6][C:5]2[C:34](=[O:37])[NH:40][C:14]([CH3:16])([CH3:13])[N:10]([CH3:11])[C:4]=2[C:3]=1[CH3:12], predict the reactants needed to synthesize it. The reactants are: [Br:1][C:2]1[S:6][C:5](C(N)=O)=[C:4]([NH:10][CH3:11])[C:3]=1[CH3:12].[CH3:13][C:14]([CH3:16])=O.[O-]S([O-])(=O)=O.[Mg+2].CC1C=CC(S(O)(=O)=O)=CC=1.[C:34]([O-:37])(O)=O.[Na+].C[N:40](C=O)C. (7) Given the product [Br:35][CH2:20][C:13]1[NH:12][C:11]([C:21]2[C:26]([F:27])=[CH:25][CH:24]=[CH:23][N:22]=2)=[N:10][CH:9]([C:3]2[CH:4]=[CH:5][C:6]([Cl:8])=[CH:7][C:2]=2[Cl:1])[C:14]=1[C:15]([O:17][CH2:18][CH3:19])=[O:16], predict the reactants needed to synthesize it. The reactants are: [Cl:1][C:2]1[CH:7]=[C:6]([Cl:8])[CH:5]=[CH:4][C:3]=1[CH:9]1[C:14]([C:15]([O:17][CH2:18][CH3:19])=[O:16])=[C:13]([CH3:20])[NH:12][C:11]([C:21]2[C:26]([F:27])=[CH:25][CH:24]=[CH:23][N:22]=2)=[N:10]1.C1C(=O)N([Br:35])C(=O)C1. (8) Given the product [NH2:1][C:2]1[CH:7]=[CH:6][CH:5]=[CH:4][C:3]=1[NH:8][C:9](=[O:32])[C:10]1[CH:15]=[CH:14][C:13]([CH2:16][NH:17][C:18](=[O:31])[C:19]2[CH:24]=[C:23]([O:25][CH3:26])[C:22]([O:27][CH3:28])=[C:21]([C:33]3[CH:38]=[CH:37][CH:36]=[CH:35][CH:34]=3)[C:20]=2[CH3:30])=[CH:12][CH:11]=1, predict the reactants needed to synthesize it. The reactants are: [NH2:1][C:2]1[CH:7]=[CH:6][CH:5]=[CH:4][C:3]=1[NH:8][C:9](=[O:32])[C:10]1[CH:15]=[CH:14][C:13]([CH2:16][NH:17][C:18](=[O:31])[C:19]2[CH:24]=[C:23]([O:25][CH3:26])[C:22]([O:27][CH3:28])=[C:21](Br)[C:20]=2[CH3:30])=[CH:12][CH:11]=1.[C:33]1(B(O)O)[CH:38]=[CH:37][CH:36]=[CH:35][CH:34]=1. (9) Given the product [CH3:32][O:31][CH2:30][C@H:29]([CH3:33])[O:28][C:13]1[CH:12]=[C:11]([C:9]2[NH:8][C:5]3=[N:6][CH:7]=[CH:2][N:3]=[C:4]3[N:10]=2)[CH:16]=[C:15]([O:17][C:18]2[CH:23]=[CH:22][C:21]([S:24]([CH3:27])(=[O:25])=[O:26])=[CH:20][CH:19]=2)[CH:14]=1, predict the reactants needed to synthesize it. The reactants are: Br[C:2]1[N:3]=[C:4]2[N:10]=[C:9]([C:11]3[CH:16]=[C:15]([O:17][C:18]4[CH:23]=[CH:22][C:21]([S:24]([CH3:27])(=[O:26])=[O:25])=[CH:20][CH:19]=4)[CH:14]=[C:13]([O:28][C@@H:29]([CH3:33])[CH2:30][O:31][CH3:32])[CH:12]=3)[NH:8][C:5]2=[N:6][CH:7]=1. (10) Given the product [CH2:1]([C:5]1[CH:6]=[CH:7][C:8]([C:11]#[C:12][C:13]2[CH:41]=[CH:40][C:16]([CH2:17][N:18]([CH2:27][C:28]3[CH:29]=[CH:30][C:31]([O:32][CH2:33][C:34]([OH:36])=[O:35])=[CH:38][CH:39]=3)[S:19]([C:22]3[S:23][CH:24]=[CH:25][CH:26]=3)(=[O:20])=[O:21])=[CH:15][CH:14]=2)=[CH:9][CH:10]=1)[CH2:2][CH2:3][CH3:4], predict the reactants needed to synthesize it. The reactants are: [CH2:1]([C:5]1[CH:10]=[CH:9][C:8]([C:11]#[C:12][C:13]2[CH:41]=[CH:40][C:16]([CH2:17][N:18]([CH2:27][C:28]3[CH:39]=[CH:38][C:31]([O:32][CH2:33][C:34]([O:36]C)=[O:35])=[CH:30][CH:29]=3)[S:19]([C:22]3[S:23][CH:24]=[CH:25][CH:26]=3)(=[O:21])=[O:20])=[CH:15][CH:14]=2)=[CH:7][CH:6]=1)[CH2:2][CH2:3][CH3:4].[OH-].[Na+].Cl.